Dataset: Reaction yield outcomes from USPTO patents with 853,638 reactions. Task: Predict the reaction yield, written as a fraction of the theoretical maximum amount of product (1.0 means a 100% yield; for example, 0.34 means a 34% yield). (1) The catalyst is CN(C=O)C. The reactants are [Cl:1][C:2]1[CH:7]=[CH:6][C:5]([NH:8][C:9]([NH:11][C:12]2[CH:17]=[CH:16][CH:15]=[C:14]([C:18]3[CH:23]=[CH:22][CH:21]=[C:20]([N:24]4[CH2:28][CH2:27][CH2:26][CH2:25]4)[N:19]=3)[CH:13]=2)=[O:10])=[CH:4][CH:3]=1.Cl[C:30]1C=CC(N)=C(C)C=1.CCN(C(C)C)C(C)C. The yield is 0.560. The product is [Cl:1][C:2]1[CH:7]=[CH:6][C:5]([NH:8][C:9]([NH:11][C:12]2[CH:17]=[CH:16][CH:15]=[C:14]([C:18]3[CH:23]=[CH:22][CH:21]=[C:20]([N:24]4[CH2:28][CH2:27][CH2:26][CH2:25]4)[N:19]=3)[CH:13]=2)=[O:10])=[C:4]([CH3:30])[CH:3]=1. (2) The reactants are [CH3:1][C:2](C)([O-:4])C.[K+].[C:7]([Si:11]([CH3:39])([CH3:38])[O:12][CH2:13][CH2:14][C:15]1([C@@H:20]2[C@:28]3([CH3:29])[C@H:23]([C@@H:24]([O:30][Si:31]([C:34]([CH3:37])([CH3:36])[CH3:35])([CH3:33])[CH3:32])[CH2:25][CH2:26][CH2:27]3)[CH2:22][CH2:21]2)[CH2:17]C1C=O)([CH3:10])([CH3:9])[CH3:8].[O:40]1[CH2:44][CH2:43][CH2:42][CH2:41]1. The catalyst is C1(C)C=CC=CC=1. The product is [CH2:2]([O:4][C:44](=[O:40])[CH:43]=[CH:42][CH:41]1[CH2:17][C:15]1([CH2:14][CH2:13][O:12][Si:11]([C:7]([CH3:8])([CH3:9])[CH3:10])([CH3:38])[CH3:39])[C@@H:20]1[C@:28]2([CH3:29])[C@H:23]([C@@H:24]([O:30][Si:31]([C:34]([CH3:36])([CH3:37])[CH3:35])([CH3:33])[CH3:32])[CH2:25][CH2:26][CH2:27]2)[CH2:22][CH2:21]1)[CH3:1]. The yield is 0.880. (3) The catalyst is CO. The product is [Cl:1][C:2]1[C:11]([CH:12]=[O:28])=[N:10][C:9]2[NH:8][C:7](=[O:20])[CH2:6][O:5][C:4]=2[CH:3]=1. The yield is 0.680. The reactants are [Cl:1][C:2]1[C:11](/[CH:12]=C/C2C=CC=CC=2)=[N:10][C:9]2[NH:8][C:7](=[O:20])[CH2:6][O:5][C:4]=2[CH:3]=1.CSC.CN(C=[O:28])C. (4) The reactants are [C:1]([Si:5]([O:8][C:9]1[CH:14]=[C:13]([F:15])[CH:12]=[C:11]([F:16])[CH:10]=1)([CH3:7])[CH3:6])([CH3:4])([CH3:3])[CH3:2].C([Li])CCC.C(O[B:26]1[O:30][C:29]([CH3:32])([CH3:31])[C:28]([CH3:34])([CH3:33])[O:27]1)(C)C. The catalyst is C1COCC1. The product is [C:1]([Si:5]([O:8][C:9]1[CH:10]=[C:11]([F:16])[C:12]([B:26]2[O:30][C:29]([CH3:32])([CH3:31])[C:28]([CH3:34])([CH3:33])[O:27]2)=[C:13]([F:15])[CH:14]=1)([CH3:7])[CH3:6])([CH3:4])([CH3:2])[CH3:3]. The yield is 0.910. (5) The yield is 0.820. The product is [ClH:54].[NH2:8][CH2:9][CH2:10][C:11]([NH:13][C@H:14]([C:16]([O:18][CH2:19][CH2:20][O:21][C:22]1[CH:23]=[CH:24][C:25]([C:28]2[C:33]([C:34]#[N:35])=[C:32]([N:36]3[CH2:40][CH2:39][CH2:38][CH2:37]3)[N:31]=[C:30]([S:41][CH2:42][C:43]3[N:44]=[C:45]([C:48]4[CH:49]=[CH:50][C:51]([Cl:54])=[CH:52][CH:53]=4)[S:46][CH:47]=3)[C:29]=2[C:55]#[N:56])=[CH:26][CH:27]=1)=[O:17])[CH3:15])=[O:12]. The reactants are C(OC([NH:8][CH2:9][CH2:10][C:11]([NH:13][C@H:14]([C:16]([O:18][CH2:19][CH2:20][O:21][C:22]1[CH:27]=[CH:26][C:25]([C:28]2[C:33]([C:34]#[N:35])=[C:32]([N:36]3[CH2:40][CH2:39][CH2:38][CH2:37]3)[N:31]=[C:30]([S:41][CH2:42][C:43]3[N:44]=[C:45]([C:48]4[CH:53]=[CH:52][C:51]([Cl:54])=[CH:50][CH:49]=4)[S:46][CH:47]=3)[C:29]=2[C:55]#[N:56])=[CH:24][CH:23]=1)=[O:17])[CH3:15])=[O:12])=O)(C)(C)C.Cl. The catalyst is ClCCl.C(OCC)C. (6) The reactants are [F:1][C:2]1[C:3](I)=[C:4]([C:9]([CH3:12])=[CH:10][CH:11]=1)[C:5]([O:7][CH3:8])=[O:6].[Cu][C:15]#[N:16].CCCCCC.C(OCC)(=O)C. The catalyst is CN(C)C=O. The product is [C:15]([C:3]1[C:2]([F:1])=[CH:11][CH:10]=[C:9]([CH3:12])[C:4]=1[C:5]([O:7][CH3:8])=[O:6])#[N:16]. The yield is 0.730. (7) The reactants are [NH2:1][CH2:2][CH2:3][C:4]([OH:6])=[O:5].Cl[C:8]([O:10][CH2:11][CH2:12][CH2:13][CH2:14][CH2:15][CH2:16][CH2:17][CH3:18])=[O:9].Cl. The catalyst is [OH-].[Na+]. The product is [CH2:11]([O:10][C:8]([NH:1][CH2:2][CH2:3][C:4]([OH:6])=[O:5])=[O:9])[CH2:12][CH2:13][CH2:14][CH2:15][CH2:16][CH2:17][CH3:18]. The yield is 0.930. (8) The reactants are [CH3:1][O:2][C:3](=[O:20])[CH:4]([C:13]1[CH:18]=[CH:17][CH:16]=[CH:15][C:14]=1[Cl:19])N1CC(=O)CC(S)C1.CC(OC(CP(OC)(OC)=O)=O)(C)C.[H-].[Na+].ClCCl. The catalyst is C1COCC1. The product is [CH3:1][O:2][C:3](=[O:20])[CH2:4][C:13]1[CH:18]=[CH:17][CH:16]=[CH:15][C:14]=1[Cl:19]. The yield is 0.590. (9) The reactants are Br[C:2]1[CH:3]=[C:4]([C:8]2[C:9]([C:15]#[N:16])=[CH:10][C:11]([F:14])=[CH:12][CH:13]=2)[CH:5]=[CH:6][CH:7]=1.Br[C:18]1[N:22]2[CH:23]=[CH:24][C:25]([C:28]([OH:31])([CH3:30])[CH3:29])=[C:26]([F:27])[C:21]2=[N:20][CH:19]=1.FC1C=C(C#N)C(C2C=CC=C(B3OC(C)(C)C(C)(C)O3)C=2)=CC=1. No catalyst specified. The product is [F:14][C:11]1[CH:10]=[C:9]([C:15]#[N:16])[C:8]([C:4]2[CH:5]=[CH:6][CH:7]=[C:2]([C:18]3[N:22]4[CH:23]=[CH:24][C:25]([C:28]([OH:31])([CH3:29])[CH3:30])=[C:26]([F:27])[C:21]4=[N:20][CH:19]=3)[CH:3]=2)=[CH:13][CH:12]=1. The yield is 0.530.